This data is from Reaction yield outcomes from USPTO patents with 853,638 reactions. The task is: Predict the reaction yield, written as a fraction of the theoretical maximum amount of product (1.0 means a 100% yield; for example, 0.34 means a 34% yield). (1) The yield is 0.800. The reactants are C(OC(=O)[NH:7][C@H:8]([C:10]1[N:14]([C@H:15]2[CH2:18][C@H:17]([O:19][CH2:20][C:21]3[CH:26]=[CH:25][CH:24]=[CH:23][CH:22]=3)[CH2:16]2)[C:13]2[CH:27]=[C:28]([F:31])[CH:29]=[CH:30][C:12]=2[N:11]=1)[CH3:9])(C)(C)C.C(O)(C(F)(F)F)=O. The catalyst is C(Cl)Cl. The product is [CH2:20]([O:19][C@H:17]1[CH2:18][C@H:15]([N:14]2[C:13]3[CH:27]=[C:28]([F:31])[CH:29]=[CH:30][C:12]=3[N:11]=[C:10]2[C@@H:8]([NH2:7])[CH3:9])[CH2:16]1)[C:21]1[CH:22]=[CH:23][CH:24]=[CH:25][CH:26]=1. (2) The reactants are [NH2:1][C:2]1[C:7]([CH2:8][NH2:9])=[C:6]([CH:10]2[CH2:15][CH2:14][CH2:13][N:12]([C:16]([O:18][C:19]([CH3:22])([CH3:21])[CH3:20])=[O:17])[CH2:11]2)[CH:5]=[C:4]([C:23]2[C:28]([OH:29])=[CH:27][CH:26]=[CH:25][C:24]=2[O:30][CH2:31][CH:32]2[CH2:34][CH2:33]2)[N:3]=1.C(N(CC)CC)C.[C:42](OC(=O)C)(=[O:44])[CH3:43]. The catalyst is O1CCCC1. The product is [C:42]([NH:9][CH2:8][C:7]1[C:2]([NH2:1])=[N:3][C:4]([C:23]2[C:28]([OH:29])=[CH:27][CH:26]=[CH:25][C:24]=2[O:30][CH2:31][CH:32]2[CH2:33][CH2:34]2)=[CH:5][C:6]=1[CH:10]1[CH2:15][CH2:14][CH2:13][N:12]([C:16]([O:18][C:19]([CH3:22])([CH3:21])[CH3:20])=[O:17])[CH2:11]1)(=[O:44])[CH3:43]. The yield is 0.550. (3) The reactants are [F:1][C:2]([F:23])([F:22])[C:3]1[CH2:4][O:5][C:6]2[CH:21]=[CH:20][C:19]3[C:14](=[CH:15][CH:16]=[CH:17][CH:18]=3)[C:7]=2[C:8]=1[C:9]([O:11]CC)=[O:10].[OH-].[Na+].Cl. The catalyst is C(O)C.O1CCCC1. The product is [F:23][C:2]([F:1])([F:22])[C:3]1[CH2:4][O:5][C:6]2[CH:21]=[CH:20][C:19]3[C:14](=[CH:15][CH:16]=[CH:17][CH:18]=3)[C:7]=2[C:8]=1[C:9]([OH:11])=[O:10]. The yield is 0.950. (4) The reactants are [CH3:1][O:2][C:3]1[CH:9]=[CH:8][C:7]([C:10]([F:13])([F:12])[F:11])=[CH:6][C:4]=1[NH2:5].C1N=CN([C:19](N2C=NC=C2)=[O:20])C=1.[CH3:26][NH:27][C:28]([C:30]1[CH:35]=[C:34]([O:36][C:37]2[CH:43]=[CH:42][C:40]([NH2:41])=[CH:39][CH:38]=2)[CH:33]=[CH:32][N:31]=1)=[O:29].O. The catalyst is C(Cl)Cl. The product is [CH3:1][O:2][C:3]1[CH:9]=[CH:8][C:7]([C:10]([F:11])([F:12])[F:13])=[CH:6][C:4]=1[NH:5][C:19]([NH:41][C:40]1[CH:42]=[CH:43][C:37]([O:36][C:34]2[CH:33]=[CH:32][N:31]=[C:30]([C:28](=[O:29])[NH:27][CH3:26])[CH:35]=2)=[CH:38][CH:39]=1)=[O:20]. The yield is 0.300. (5) The reactants are [Si:1]([O:8][CH2:9][C@@H:10]([NH:13][C:14]([C:16]1[N:17]=[C:18]([N:21]2[CH2:24][CH:23](OS(C)(=O)=O)[CH2:22]2)[S:19][CH:20]=1)=[O:15])[CH2:11][CH3:12])([C:4]([CH3:7])([CH3:6])[CH3:5])([CH3:3])[CH3:2].[C:30]([O-:33])(=[S:32])[CH3:31].[K+]. The catalyst is CN(C)C=O. The product is [C:30]([S:32][CH:23]1[CH2:22][N:21]([C:18]2[S:19][CH:20]=[C:16]([C:14](=[O:15])[NH:13][C@H:10]([CH2:9][O:8][Si:1]([C:4]([CH3:5])([CH3:6])[CH3:7])([CH3:3])[CH3:2])[CH2:11][CH3:12])[N:17]=2)[CH2:24]1)(=[O:33])[CH3:31]. The yield is 0.630.